The task is: Predict the reaction yield, written as a fraction of the theoretical maximum amount of product (1.0 means a 100% yield; for example, 0.34 means a 34% yield).. This data is from Reaction yield outcomes from USPTO patents with 853,638 reactions. (1) The reactants are [NH2:1][C@H:2]1[CH2:7][CH2:6][C@H:5]([N:8]([CH2:32][CH3:33])[C:9]2[C:24]3[CH2:23][CH:22]=[CH:21][CH2:20][CH2:19][C:18]4[CH:25]=[C:26]([CH3:30])[NH:27][C:28](=[O:29])[C:17]=4[CH2:16][NH:15][C:14](=[O:31])[C:13]=3[CH:12]=[CH:11][CH:10]=2)[CH2:4][CH2:3]1.FC(F)(F)S(O[CH2:40][C:41]([F:44])([F:43])[F:42])(=O)=O. The catalyst is C1COCC1.CN1CCCC1=O. The product is [CH2:32]([N:8]([C@H:5]1[CH2:6][CH2:7][C@H:2]([NH:1][CH2:40][C:41]([F:44])([F:43])[F:42])[CH2:3][CH2:4]1)[C:9]1[C:24]2[CH2:23][CH:22]=[CH:21][CH2:20][CH2:19][C:18]3[CH:25]=[C:26]([CH3:30])[NH:27][C:28](=[O:29])[C:17]=3[CH2:16][NH:15][C:14](=[O:31])[C:13]=2[CH:12]=[CH:11][CH:10]=1)[CH3:33]. The yield is 0.890. (2) The reactants are [CH2:1]([O:8][C:9]1[CH:26]=[CH:25][C:24]2[C@@H:23]3[C@H:14]([C@H:15]4[C@@:19]([CH2:21][CH2:22]3)([CH3:20])[C:18](=[O:27])[CH:17]=[CH:16]4)[CH2:13][CH2:12][C:11]=2[CH:10]=1)[C:2]1[CH:7]=[CH:6][CH:5]=[CH:4][CH:3]=1.[C-:28]#[N:29].[Na+]. The product is [CH2:1]([O:8][C:9]1[CH:26]=[CH:25][C:24]2[C@@H:23]3[C@H:14]([C@H:15]4[C@@:19]([CH2:21][CH2:22]3)([CH3:20])[C:18](=[O:27])[CH2:17][C@H:16]4[C:28]#[N:29])[CH2:13][CH2:12][C:11]=2[CH:10]=1)[C:2]1[CH:3]=[CH:4][CH:5]=[CH:6][CH:7]=1. The catalyst is C1COCC1.O. The yield is 0.500.